Task: Predict the product of the given reaction.. Dataset: Forward reaction prediction with 1.9M reactions from USPTO patents (1976-2016) (1) Given the reactants [C:1]([N:5]1[CH2:10][CH2:9][CH:8]([C:11]2[CH:12]=[N:13][C:14]([N:17]3[C:26]4[C:21](=[CH:22][CH:23]=[CH:24][CH:25]=4)[NH:20][CH2:19][CH2:18]3)=[CH:15][CH:16]=2)[CH2:7][CH2:6]1)([CH3:4])([CH3:3])[CH3:2].C(N(CC)CC)C.ClC(Cl)(O[C:38](=[O:44])OC(Cl)(Cl)Cl)Cl.C(N(C(C)C)CC)(C)C.Cl.[NH2:56][CH:57]1[CH:64]2[CH2:65][C:60]3([C:67]([NH2:69])=[O:68])[CH2:61][CH:62]([CH2:66][CH:58]1[CH2:59]3)[CH2:63]2, predict the reaction product. The product is: [C:67]([C:60]12[CH2:59][CH:58]3[CH2:66][CH:62]([CH2:63][CH:64]([CH:57]3[NH:56][C:38]([N:20]3[C:21]4[C:26](=[CH:25][CH:24]=[CH:23][CH:22]=4)[N:17]([C:14]4[N:13]=[CH:12][C:11]([CH:8]5[CH2:9][CH2:10][N:5]([C:1]([CH3:4])([CH3:2])[CH3:3])[CH2:6][CH2:7]5)=[CH:16][CH:15]=4)[CH2:18][CH2:19]3)=[O:44])[CH2:65]1)[CH2:61]2)(=[O:68])[NH2:69]. (2) Given the reactants CO[C:3]([C:5]1[S:9][N:8]=[C:7]([O:10][CH2:11][C:12]2[C:13]([C:18]3[CH:23]=[CH:22][CH:21]=[CH:20][CH:19]=3)=[N:14][O:15][C:16]=2[CH3:17])[CH:6]=1)=[O:4].COC(C1ON=C(OC[C:35]2[C:36]([C:41]3C=CC=CN=3)=[N:37]OC=2C)C=1)=O.C(N)(C)C, predict the reaction product. The product is: [CH:36]([NH:37][C:3]([C:5]1[S:9][N:8]=[C:7]([O:10][CH2:11][C:12]2[C:13]([C:18]3[CH:19]=[CH:20][CH:21]=[CH:22][CH:23]=3)=[N:14][O:15][C:16]=2[CH3:17])[CH:6]=1)=[O:4])([CH3:41])[CH3:35]. (3) The product is: [C:37]1([C:57]2[CH:62]=[CH:61][CH:60]=[CH:59][CH:58]=2)[CH:42]=[CH:41][CH:40]=[C:39]([NH:43][C@@H:44]([CH2:48][C:49]2[CH:54]=[CH:53][C:52]([O:55][CH3:56])=[CH:51][CH:50]=2)[C:6]([NH:7][C@@H:8]([CH:9]([CH3:11])[CH3:10])[C:12]([NH:13][C@H:14]([B:22]2[O:30][C@H:29]3[C@:24]([CH3:34])([C@H:25]4[CH2:31][C@@H:27]([CH2:28]3)[C:26]4([CH3:33])[CH3:32])[O:23]2)[CH2:15][C:16]2[CH:21]=[CH:20][CH:19]=[CH:18][CH:17]=2)=[O:35])=[O:36])[CH:38]=1. Given the reactants C(O[C:6](=[O:36])[NH:7][C@H:8]([C:12](=[O:35])[NH:13][C@H:14]([B:22]1[O:30][C@H:29]2[C@:24]([CH3:34])([C@H:25]3[CH2:31][C@@H:27]([CH2:28]2)[C:26]3([CH3:33])[CH3:32])[O:23]1)[CH2:15][C:16]1[CH:21]=[CH:20][CH:19]=[CH:18][CH:17]=1)[CH:9]([CH3:11])[CH3:10])(C)(C)C.[C:37]1([C:57]2[CH:62]=[CH:61][CH:60]=[CH:59][CH:58]=2)[CH:42]=[CH:41][CH:40]=[C:39]([NH:43][C@@H:44]([CH2:48][C:49]2[CH:54]=[CH:53][C:52]([O:55][CH3:56])=[CH:51][CH:50]=2)C(O)=O)[CH:38]=1, predict the reaction product. (4) Given the reactants [CH3:1][C:2]1[CH:3]=[C:4]([B:7]([OH:9])[OH:8])[S:5][CH:6]=1.O[C:11]([C:14](O)([CH3:16])[CH3:15])([CH3:13])[CH3:12], predict the reaction product. The product is: [CH3:12][C:11]1([CH3:13])[C:14]([CH3:16])([CH3:15])[O:9][B:7]([C:4]2[S:5][CH:6]=[C:2]([CH3:1])[CH:3]=2)[O:8]1. (5) Given the reactants Br[C:2]1[N:7]=[C:6]([O:8][C@@H:9]([C@H:11]2[CH2:15][NH:14][C:13](=[O:16])[CH2:12]2)[CH3:10])[C:5]2[N:17]([CH:20]3[CH2:22][CH2:21]3)[CH:18]=[N:19][C:4]=2[CH:3]=1.[O:23]1[CH2:28][CH2:27][O:26][C:25]2[CH:29]=[C:30](B3OC(C)(C)C(C)(C)O3)[CH:31]=[CH:32][C:24]1=2.COCCOC.C(=O)([O-])[O-].[Na+].[Na+], predict the reaction product. The product is: [CH:20]1([N:17]2[C:5]3[C:6]([O:8][C@@H:9]([C@H:11]4[CH2:15][NH:14][C:13](=[O:16])[CH2:12]4)[CH3:10])=[N:7][C:2]([C:30]4[CH:31]=[CH:32][C:24]5[O:23][CH2:28][CH2:27][O:26][C:25]=5[CH:29]=4)=[CH:3][C:4]=3[N:19]=[CH:18]2)[CH2:22][CH2:21]1. (6) Given the reactants [Br:1][C:2]1[CH:3]=[C:4]([CH:9]([OH:13])[CH2:10][C:11]#[N:12])[CH:5]=[CH:6][C:7]=1[F:8].B.C1COCC1.[F:20][C:21]([F:28])([F:27])[C:22](OCC)=[O:23], predict the reaction product. The product is: [Br:1][C:2]1[CH:3]=[C:4]([CH:9]([OH:13])[CH2:10][CH2:11][NH:12][C:22](=[O:23])[C:21]([F:28])([F:27])[F:20])[CH:5]=[CH:6][C:7]=1[F:8]. (7) Given the reactants [C:1]12([N:11]3[CH2:15][CH2:14][CH2:13][C:12]3=[O:16])[CH2:10][CH:5]3[CH2:6][CH:7]([CH2:9][CH:3]([CH2:4]3)[CH2:2]1)[CH2:8]2.Br[CH2:18][C:19]1[C:20]([CH3:25])=[CH:21][CH:22]=[CH:23][CH:24]=1, predict the reaction product. The product is: [C:1]12([N:11]3[CH2:15][CH2:14][CH:13]([CH2:18][C:19]4[CH:24]=[CH:23][CH:22]=[CH:21][C:20]=4[CH3:25])[C:12]3=[O:16])[CH2:2][CH:3]3[CH2:4][CH:5]([CH2:6][CH:7]([CH2:9]3)[CH2:8]1)[CH2:10]2. (8) Given the reactants [Cl:1][C:2]1[CH:3]=[C:4]([CH:17]=[CH:18][CH:19]=1)[CH2:5][C:6]1[NH:7][C:8](=[O:16])[C:9]([C:14]#[N:15])=[C:10](SC)[N:11]=1.[CH3:20][C:21]1([CH3:27])[CH2:26][CH2:25][NH:24][CH2:23][CH2:22]1, predict the reaction product. The product is: [CH3:20][C:21]1([CH3:27])[CH2:26][CH2:25][N:24]([C:10]2[N:11]=[C:6]([CH2:5][C:4]3[CH:17]=[CH:18][CH:19]=[C:2]([Cl:1])[CH:3]=3)[NH:7][C:8](=[O:16])[C:9]=2[C:14]#[N:15])[CH2:23][CH2:22]1. (9) Given the reactants [CH2:1]([Mg]Cl)[CH3:2].[C:5]([Si:9]([CH3:30])([CH3:29])[O:10][CH:11]1[CH2:16][CH2:15][C:14]([CH:21]=[N:22][S:23]([C:25]([CH3:28])([CH3:27])[CH3:26])=[O:24])([C:17]([F:20])([F:19])[F:18])[CH2:13][CH2:12]1)([CH3:8])([CH3:7])[CH3:6].[O-]S([O-])(=O)=O.[Na+].[Na+], predict the reaction product. The product is: [C:5]([Si:9]([CH3:30])([CH3:29])[O:10][CH:11]1[CH2:12][CH2:13][C:14]([CH:21]([NH:22][S:23]([C:25]([CH3:28])([CH3:27])[CH3:26])=[O:24])[CH2:1][CH3:2])([C:17]([F:19])([F:20])[F:18])[CH2:15][CH2:16]1)([CH3:8])([CH3:7])[CH3:6].